Dataset: Full USPTO retrosynthesis dataset with 1.9M reactions from patents (1976-2016). Task: Predict the reactants needed to synthesize the given product. (1) The reactants are: [N:1]1[C:10]2[C:5](=[CH:6][CH:7]=[C:8](B(O)O)[CH:9]=2)[CH:4]=[CH:3][CH:2]=1.NC1C=C2C(C=CC=N2)=CC=1.[I-:25].[Cs+].II.N(OCCC(C)C)=O. Given the product [I:25][C:8]1[CH:9]=[C:10]2[C:5]([CH:4]=[CH:3][CH:2]=[N:1]2)=[CH:6][CH:7]=1, predict the reactants needed to synthesize it. (2) Given the product [O:10]1[CH:11]=[CH:12][CH:13]=[C:9]1[C:6]1[N:7]=[C:2]([NH2:27])[CH:3]=[C:4]([N:14]2[CH:18]=[CH:17][CH:16]=[N:15]2)[N:5]=1, predict the reactants needed to synthesize it. The reactants are: Cl[C:2]1[NH:7][C:6]([C:9]2[O:10][CH:11]=[CH:12][CH:13]=2)(N)[N:5]=[CH:4][CH:3]=1.[NH:14]1[CH:18]=[CH:17][CH:16]=[N:15]1.C(=O)([O-])[O-].[Cs+].[Cs+].O.C[N:27](C=O)C. (3) Given the product [C:29]1([C:32]2[CH:33]=[CH:34][CH:35]=[CH:36][CH:37]=2)[CH:30]=[CH:31][C:26]([S:23]([NH:22][C:20]2[CH:19]=[CH:18][C:15]3[CH2:16][CH2:17][NH:11][CH2:12][CH2:13][C:14]=3[CH:21]=2)(=[O:25])=[O:24])=[CH:27][CH:28]=1, predict the reactants needed to synthesize it. The reactants are: C(OC([N:11]1[CH2:17][CH2:16][C:15]2[CH:18]=[CH:19][C:20]([NH:22][S:23]([C:26]3[CH:31]=[CH:30][C:29]([C:32]4[CH:37]=[CH:36][CH:35]=[CH:34][CH:33]=4)=[CH:28][CH:27]=3)(=[O:25])=[O:24])=[CH:21][C:14]=2[CH2:13][CH2:12]1)=O)C1C=CC=CC=1. (4) Given the product [O:1]=[C:2]1[NH:6][C@H:5]([C:7]2[CH:12]=[CH:11][CH:10]=[C:9]([C:13]#[C:14][C:15]3[CH:20]=[CH:19][CH:18]=[CH:17][CH:16]=3)[CH:8]=2)[C@@H:4]([C:21]([Cl:26])=[O:23])[O:3]1, predict the reactants needed to synthesize it. The reactants are: [O:1]=[C:2]1[NH:6][C@H:5]([C:7]2[CH:12]=[CH:11][CH:10]=[C:9]([C:13]#[C:14][C:15]3[CH:20]=[CH:19][CH:18]=[CH:17][CH:16]=3)[CH:8]=2)[C@@H:4]([C:21]([OH:23])=O)[O:3]1.S(Cl)([Cl:26])=O. (5) Given the product [CH3:12][N:13]1[CH2:18][CH2:17][CH:16]([NH:19][CH2:20][C:2]2[CH:3]=[C:4]([F:11])[CH:5]=[C:6]([N+:8]([O-:10])=[O:9])[CH:7]=2)[CH2:15][CH2:14]1, predict the reactants needed to synthesize it. The reactants are: F[C:2]1[CH:7]=[C:6]([N+:8]([O-:10])=[O:9])[CH:5]=[C:4]([F:11])[CH:3]=1.[CH3:12][N:13]1[CH2:18][CH2:17][CH:16]([NH:19][CH3:20])[CH2:15][CH2:14]1.C([O-])(=O)C.[Na+].C(O)C. (6) Given the product [O:25]1[C:18]2([CH2:19][CH2:20][C:21]([O:24][S:33]([C:36]([F:39])([F:38])[F:37])(=[O:35])=[O:34])=[CH:22][CH2:23]2)[O:17][CH2:16][CH2:15]1, predict the reactants needed to synthesize it. The reactants are: C([Li])CCC.CCN(C(C)C)C(C)C.[CH2:15]1[O:25][C:18]2([CH2:23][CH2:22][C:21](=[O:24])[CH2:20][CH2:19]2)[O:17][CH2:16]1.C1C=CC(N([S:33]([C:36]([F:39])([F:38])[F:37])(=[O:35])=[O:34])[S:33]([C:36]([F:39])([F:38])[F:37])(=[O:35])=[O:34])=CC=1. (7) The reactants are: [F:1][C:2]([F:32])([F:31])[C:3]1[CH:4]=[C:5]([NH:13][C:14](=[O:30])[CH2:15][C@H:16]2[CH2:21][CH2:20][C@@H:19]([NH:22][CH2:23][C:24](=[O:29])[C:25]([CH3:28])([CH3:27])[CH3:26])[CH2:18][CH2:17]2)[CH:6]=[C:7]([C:9]([F:12])([F:11])[F:10])[CH:8]=1.[BH4-].[Na+]. Given the product [F:1][C:2]([F:31])([F:32])[C:3]1[CH:4]=[C:5]([NH:13][C:14](=[O:30])[CH2:15][C@H:16]2[CH2:21][CH2:20][C@@H:19]([NH:22][CH2:23][CH:24]([OH:29])[C:25]([CH3:27])([CH3:28])[CH3:26])[CH2:18][CH2:17]2)[CH:6]=[C:7]([C:9]([F:10])([F:11])[F:12])[CH:8]=1, predict the reactants needed to synthesize it. (8) Given the product [F:1][C:2]1[CH:7]=[CH:6][C:5]([C:8]2[N:23]([CH2:24][CH2:25][C@H:26]3[O:31][B:30]([C:32]4[CH:37]=[CH:36][C:35]([O:38][CH3:39])=[CH:34][CH:33]=4)[O:29][C@@H:28]([CH2:40][C:41]([O:43][C:44]([CH3:47])([CH3:46])[CH3:45])=[O:42])[CH2:27]3)[C:11]([CH:12]([CH3:14])[CH3:13])=[CH:10][C:9]=2[C:16]2[CH:21]=[CH:20][CH:19]=[CH:18][CH:17]=2)=[CH:4][CH:3]=1, predict the reactants needed to synthesize it. The reactants are: [F:1][C:2]1[CH:7]=[CH:6][C:5]([C:8](=O)[CH:9]([C:16]2[CH:21]=[CH:20][CH:19]=[CH:18][CH:17]=2)[CH2:10][C:11](=O)[CH:12]([CH3:14])[CH3:13])=[CH:4][CH:3]=1.[NH2:23][CH2:24][CH2:25][C@H:26]1[O:31][B:30]([C:32]2[CH:37]=[CH:36][C:35]([O:38][CH3:39])=[CH:34][CH:33]=2)[O:29][C@@H:28]([CH2:40][C:41]([O:43][C:44]([CH3:47])([CH3:46])[CH3:45])=[O:42])[CH2:27]1. (9) Given the product [CH2:1]([C:3]1[CH:4]=[CH:5][C:6]([CH2:9][CH2:10][OH:11])=[N:7][CH:8]=1)[CH3:2], predict the reactants needed to synthesize it. The reactants are: [CH2:1]([C:3]1[CH:4]=[CH:5][C:6]([CH3:9])=[N:7][CH:8]=1)[CH3:2].[CH2:10]=[O:11]. (10) Given the product [C:1]([O:4][CH2:5][C:6]([CH3:36])([CH3:35])[CH2:7][N:8]1[C:14]2[CH:15]=[CH:16][C:17]([Cl:19])=[CH:18][C:13]=2[C@@H:12]([C:20]2[CH:25]=[CH:24][CH:23]=[C:22]([O:26][CH3:27])[C:21]=2[O:28][CH3:29])[O:11][C@H:10]([CH2:30][C:31]([NH:53][C:54]2[S:55][C:56]([CH2:59][CH2:60][C:61]([O:63][CH2:64][CH3:65])=[O:62])=[CH:57][N:58]=2)=[O:32])[C:9]1=[O:34])(=[O:3])[CH3:2], predict the reactants needed to synthesize it. The reactants are: [C:1]([O:4][CH2:5][C:6]([CH3:36])([CH3:35])[CH2:7][N:8]1[C:14]2[CH:15]=[CH:16][C:17]([Cl:19])=[CH:18][C:13]=2[C@@H:12]([C:20]2[CH:25]=[CH:24][CH:23]=[C:22]([O:26][CH3:27])[C:21]=2[O:28][CH3:29])[O:11][C@H:10]([CH2:30][C:31](O)=[O:32])[C:9]1=[O:34])(=[O:3])[CH3:2].C(N(CC)CC)C.ClC(OCC(C)C)=O.Cl.[NH2:53][C:54]1[S:55][C:56]([CH2:59][CH2:60][C:61]([O:63][CH2:64][CH3:65])=[O:62])=[CH:57][N:58]=1.N1C=CC=CC=1.